Predict the product of the given reaction. From a dataset of Forward reaction prediction with 1.9M reactions from USPTO patents (1976-2016). (1) Given the reactants [C:1]([C:5]1[CH:10]=[CH:9][C:8]([CH:11]([C:27](=[O:36])[NH:28][C:29]2[CH:34]=[CH:33][C:32](I)=[CH:31][CH:30]=2)[CH2:12][C:13]2[S:17][C:16]([C:18]([NH:20][CH2:21][CH2:22][S:23]([OH:26])(=[O:25])=[O:24])=[O:19])=[CH:15][CH:14]=2)=[CH:7][CH:6]=1)([CH3:4])([CH3:3])[CH3:2].[O:37]1[C:41]2[CH:42]=[CH:43][CH:44]=[CH:45][C:40]=2[CH:39]=[C:38]1B(O)O.C(=O)([O-])[O-].[Na+].[Na+].C(#N)C, predict the reaction product. The product is: [O:37]1[C:38]2=[CH:39][CH:40]=[CH:45][C:44]2=[CH:43][CH:42]=[C:41]1[N:28]([C:29]1[CH:30]=[CH:31][CH:32]=[CH:33][CH:34]=1)[C:27]([CH:11]([C:8]1[CH:9]=[CH:10][C:5]([C:1]([CH3:2])([CH3:4])[CH3:3])=[CH:6][CH:7]=1)[CH2:12][C:13]1[S:17][C:16]([C:18]([NH:20][CH2:21][CH2:22][S:23]([OH:26])(=[O:25])=[O:24])=[O:19])=[CH:15][CH:14]=1)=[O:36]. (2) Given the reactants [C:1]([C:4]1[CH:5]=[CH:6][C:7]2[O:11][C:10](=[O:12])[NH:9][C:8]=2[CH:13]=1)(=[O:3])[CH3:2].CI.[C:16](=O)([O-])[O-].[Cs+].[Cs+], predict the reaction product. The product is: [C:1]([C:4]1[CH:5]=[CH:6][C:7]2[O:11][C:10](=[O:12])[N:9]([CH3:16])[C:8]=2[CH:13]=1)(=[O:3])[CH3:2]. (3) Given the reactants [Cl:1][C:2]1[CH:11]=[C:10]2[C:5]([C:6]([C:13]3[CH:18]=[CH:17][C:16]([O:19][CH3:20])=[CH:15][CH:14]=3)=[N:7][NH:8][C:9]2=O)=[CH:4][CH:3]=1.P(Cl)(Cl)([Cl:23])=O, predict the reaction product. The product is: [Cl:23][C:9]1[C:10]2[C:5](=[CH:4][CH:3]=[C:2]([Cl:1])[CH:11]=2)[C:6]([C:13]2[CH:18]=[CH:17][C:16]([O:19][CH3:20])=[CH:15][CH:14]=2)=[N:7][N:8]=1. (4) Given the reactants [CH2:1]([O:8][C:9]1[CH:10]=[CH:11][C:12]([CH2:16]O)=[N:13][C:14]=1[CH3:15])[C:2]1[CH:7]=[CH:6][CH:5]=[CH:4][CH:3]=1.S(Cl)(Cl)=O.[Br:22][C:23]1[C:31]2[C:26](=[CH:27][CH:28]=[CH:29][C:30]=2[N+:32]([O-:34])=[O:33])[NH:25][N:24]=1.C([O-])([O-])=O.[K+].[K+], predict the reaction product. The product is: [CH2:1]([O:8][C:9]1[CH:10]=[CH:11][C:12]([CH2:16][N:25]2[C:26]3[C:31](=[C:30]([N+:32]([O-:34])=[O:33])[CH:29]=[CH:28][CH:27]=3)[C:23]([Br:22])=[N:24]2)=[N:13][C:14]=1[CH3:15])[C:2]1[CH:7]=[CH:6][CH:5]=[CH:4][CH:3]=1. (5) Given the reactants Cl[C:2]1[N:11]=[C:10]([NH:12][CH2:13][CH2:14][CH:15]([C:22]2[CH:27]=[CH:26][CH:25]=[CH:24][CH:23]=2)[C:16]2[CH:21]=[CH:20][CH:19]=[CH:18][CH:17]=2)[C:9]2[C:4](=[CH:5][CH:6]=[CH:7][CH:8]=2)[N:3]=1.[NH:28]1[C:36]2[C:31](=[CH:32][C:33](B(O)O)=[CH:34][CH:35]=2)[CH:30]=[CH:29]1.C(NC1C2C(=CC=CC=2)N=C(C2SC3C=CC=CC=3C=2)N=1)(C1C=CC=CC=1)C1C=CC=CC=1, predict the reaction product. The product is: [C:16]1([CH:15]([C:22]2[CH:27]=[CH:26][CH:25]=[CH:24][CH:23]=2)[CH2:14][CH2:13][NH:12][C:10]2[C:9]3[C:4](=[CH:5][CH:6]=[CH:7][CH:8]=3)[N:3]=[C:2]([C:33]3[CH:32]=[C:31]4[C:36](=[CH:35][CH:34]=3)[NH:28][CH:29]=[CH:30]4)[N:11]=2)[CH:21]=[CH:20][CH:19]=[CH:18][CH:17]=1. (6) Given the reactants [CH:1]1([C:4]2[C:5]([O:14][CH2:15][CH:16]3[CH2:18][CH2:17]3)=[CH:6][C:7]([C:10](=[N:12][OH:13])[NH2:11])=[N:8][CH:9]=2)[CH2:3][CH2:2]1.C(=O)([O-])[O-].[K+].[K+].C[O:26][CH2:27][C:28](Cl)=O.[OH-].[Na+], predict the reaction product. The product is: [CH:1]1([C:4]2[C:5]([O:14][CH2:15][CH:16]3[CH2:18][CH2:17]3)=[CH:6][C:7]([C:10]3[N:11]=[C:28]([CH2:27][OH:26])[O:13][N:12]=3)=[N:8][CH:9]=2)[CH2:3][CH2:2]1. (7) Given the reactants [Si:1]([O:8][CH2:9][CH2:10][CH2:11][C:12]([O:14][Li])=[O:13])([C:4]([CH3:7])([CH3:6])[CH3:5])([CH3:3])[CH3:2].OS([O-])(=O)=O.[K+], predict the reaction product. The product is: [Si:1]([O:8][CH2:9][CH2:10][CH2:11][C:12]([OH:14])=[O:13])([C:4]([CH3:7])([CH3:6])[CH3:5])([CH3:3])[CH3:2]. (8) Given the reactants O[C:2]1[CH:7]=[C:6]([CH3:8])[N:5]=[C:4](/[CH:9]=[CH:10]/[C:11]2[CH:18]=[CH:17][C:14]([C:15]#[N:16])=[CH:13][CH:12]=2)[N:3]=1.O=P(Cl)(Cl)[Cl:21], predict the reaction product. The product is: [Cl:21][C:2]1[CH:7]=[C:6]([CH3:8])[N:5]=[C:4](/[CH:9]=[CH:10]/[C:11]2[CH:18]=[CH:17][C:14]([C:15]#[N:16])=[CH:13][CH:12]=2)[N:3]=1. (9) Given the reactants [Cl:1][C:2]1[CH:3]=[C:4]([C:9]2([C:21]([F:24])([F:23])[F:22])[O:13][N:12]=[C:11]([C:14]3[CH:15]=[C:16]([CH:18]=[CH:19][CH:20]=3)[NH2:17])[CH2:10]2)[CH:5]=[C:6]([Cl:8])[CH:7]=1.[C:25](Cl)(=[O:32])[C:26]1[CH:31]=[CH:30][CH:29]=[CH:28][CH:27]=1.C(N(CC)CC)C.O, predict the reaction product. The product is: [Cl:1][C:2]1[CH:3]=[C:4]([C:9]2([C:21]([F:22])([F:24])[F:23])[O:13][N:12]=[C:11]([C:14]3[CH:15]=[C:16]([NH:17][C:25](=[O:32])[C:26]4[CH:31]=[CH:30][CH:29]=[CH:28][CH:27]=4)[CH:18]=[CH:19][CH:20]=3)[CH2:10]2)[CH:5]=[C:6]([Cl:8])[CH:7]=1. (10) Given the reactants [CH:1]1([O:4][C:5]2[CH:21]=[CH:20][C:8]([C:9]([NH:11][C:12]3([C:15]([O:17]CC)=[O:16])[CH2:14][CH2:13]3)=[O:10])=[CH:7][CH:6]=2)[CH2:3][CH2:2]1.[OH-].[Na+], predict the reaction product. The product is: [CH:1]1([O:4][C:5]2[CH:21]=[CH:20][C:8]([C:9]([NH:11][C:12]3([C:15]([OH:17])=[O:16])[CH2:13][CH2:14]3)=[O:10])=[CH:7][CH:6]=2)[CH2:3][CH2:2]1.